Dataset: Catalyst prediction with 721,799 reactions and 888 catalyst types from USPTO. Task: Predict which catalyst facilitates the given reaction. (1) Reactant: C(OC(=O)C)(=O)C.[CH3:8][O:9][C:10]1[CH:11]=[CH:12][C:13]2[O:18][C:17]([CH3:20])([CH3:19])[CH:16]=[CH:15][C:14]=2[CH:21]=1.[N+:22]([O-])([OH:24])=[O:23].[OH-].[Na+]. Product: [CH3:8][O:9][C:10]1[C:11]([N+:22]([O-:24])=[O:23])=[CH:12][C:13]2[O:18][C:17]([CH3:19])([CH3:20])[CH:16]=[CH:15][C:14]=2[CH:21]=1. The catalyst class is: 15. (2) Reactant: [C:1]1([NH:11][C:12](=O)[CH2:13][C:14]2[CH:19]=[CH:18][CH:17]=[C:16]([O:20][CH2:21][C:22]3[CH:27]=[CH:26][CH:25]=[CH:24][CH:23]=3)[CH:15]=2)[C:10]2[C:5](=[CH:6][CH:7]=[CH:8][CH:9]=2)[CH:4]=[CH:3][CH:2]=1. Product: [C:1]1([NH:11][CH2:12][CH2:13][C:14]2[CH:19]=[CH:18][CH:17]=[C:16]([O:20][CH2:21][C:22]3[CH:27]=[CH:26][CH:25]=[CH:24][CH:23]=3)[CH:15]=2)[C:10]2[C:5](=[CH:6][CH:7]=[CH:8][CH:9]=2)[CH:4]=[CH:3][CH:2]=1. The catalyst class is: 7. (3) Reactant: [C:1]1([CH3:11])[CH:6]=[CH:5][C:4]([S:7](Cl)(=[O:9])=[O:8])=[CH:3][CH:2]=1.[F:12][C:13]1[C:22]2[C:17](=[CH:18][CH:19]=[CH:20][CH:21]=2)[CH:16]=[CH:15][CH:14]=1.[Cl-].[Cl-].[Cl-].[Al+3]. Product: [F:12][C:13]1[C:22]2[C:17](=[CH:18][CH:19]=[CH:20][CH:21]=2)[C:16]([S:7]([C:4]2[CH:5]=[CH:6][C:1]([CH3:11])=[CH:2][CH:3]=2)(=[O:9])=[O:8])=[CH:15][CH:14]=1. The catalyst class is: 463. (4) Reactant: [OH:1][CH2:2][C:3]1[O:7][N:6]=[C:5]([C:8]([O:10][CH2:11][CH3:12])=[O:9])[CH:4]=1.CN(C)C=O.N1C=CN=C1.[Si:23](Cl)([C:26]([CH3:29])([CH3:28])[CH3:27])([CH3:25])[CH3:24]. Product: [Si:23]([O:1][CH2:2][C:3]1[O:7][N:6]=[C:5]([C:8]([O:10][CH2:11][CH3:12])=[O:9])[CH:4]=1)([C:26]([CH3:29])([CH3:28])[CH3:27])([CH3:25])[CH3:24]. The catalyst class is: 6. (5) Reactant: [CH3:1][N:2]1[CH:6]=[C:5]([C:7]2[N:12]=[C:11]3[N:13]([CH2:16][C@H:17]4[O:22][CH2:21][CH2:20][N:19]([C:23]5[N:28]=[CH:27][C:26](B6OC(C)(C)C(C)(C)O6)=[CH:25][N:24]=5)[CH2:18]4)[N:14]=[N:15][C:10]3=[N:9][CH:8]=2)[CH:4]=[N:3]1.[OH2:38]. Product: [CH3:1][N:2]1[CH:6]=[C:5]([C:7]2[N:12]=[C:11]3[N:13]([CH2:16][C@@H:17]4[CH2:18][N:19]([C:23]5[N:24]=[CH:25][C:26]([OH:38])=[CH:27][N:28]=5)[CH2:20][CH2:21][O:22]4)[N:14]=[N:15][C:10]3=[N:9][CH:8]=2)[CH:4]=[N:3]1. The catalyst class is: 1.